Dataset: Forward reaction prediction with 1.9M reactions from USPTO patents (1976-2016). Task: Predict the product of the given reaction. (1) Given the reactants [CH2:1]([C:4]1([OH:17])[CH2:9][CH2:8][N:7]([C:10]([O:12][C:13]([CH3:16])([CH3:15])[CH3:14])=[O:11])[CH2:6][CH2:5]1)[CH:2]=[CH2:3].C[Si](C)(C)[C:20]([F:23])(F)[F:21].C1COCC1, predict the reaction product. The product is: [F:21][C:20]1([F:23])[CH2:3][CH:2]1[CH2:1][C:4]1([OH:17])[CH2:9][CH2:8][N:7]([C:10]([O:12][C:13]([CH3:16])([CH3:15])[CH3:14])=[O:11])[CH2:6][CH2:5]1. (2) Given the reactants [CH2:1]([O:8][C:9]([C:11]1[C:19]2[C:14](=[CH:15][CH:16]=[C:17]([O:20][CH2:21][CH2:22]Cl)[CH:18]=2)[NH:13][C:12]=1[CH3:24])=[O:10])[C:2]1[CH:7]=[CH:6][CH:5]=[CH:4][CH:3]=1.[CH3:25][C:26]1([CH3:33])[C:30]([CH3:32])([CH3:31])[CH2:29][NH:28][CH2:27]1.Cl, predict the reaction product. The product is: [CH2:1]([O:8][C:9]([C:11]1[C:19]2[C:14](=[CH:15][CH:16]=[C:17]([O:20][CH2:21][CH2:22][N:28]3[CH2:29][C:30]([CH3:32])([CH3:31])[C:26]([CH3:33])([CH3:25])[CH2:27]3)[CH:18]=2)[NH:13][C:12]=1[CH3:24])=[O:10])[C:2]1[CH:7]=[CH:6][CH:5]=[CH:4][CH:3]=1. (3) Given the reactants CC1C(C)=C(C)C(C)=C(C)C=1.CCCCCCC.B(Cl)(Cl)Cl.[S:23]1[C:27]2[CH:28]=[CH:29][CH:30]=[CH:31][C:26]=2[CH:25]=[C:24]1[CH2:32][C:33]1[CH:34]=[C:35]([C@@H:40]2[O:69][C@H:68]([CH2:70][O:71]CC3C=CC=CC=3)[C@@H:59]([O:60]CC3C=CC=CC=3)[C@H:50]([O:51]CC3C=CC=CC=3)[C@H:41]2[O:42]CC2C=CC=CC=2)[CH:36]=[CH:37][C:38]=1[F:39], predict the reaction product. The product is: [S:23]1[C:27]2[CH:28]=[CH:29][CH:30]=[CH:31][C:26]=2[CH:25]=[C:24]1[CH2:32][C:33]1[CH:34]=[C:35]([C@@H:40]2[O:69][C@H:68]([CH2:70][OH:71])[C@@H:59]([OH:60])[C@H:50]([OH:51])[C@H:41]2[OH:42])[CH:36]=[CH:37][C:38]=1[F:39]. (4) Given the reactants [CH3:1][O:2][C:3](Cl)=[O:4].[Cl:6][C:7]1[C:8]([F:34])=[C:9]([CH:30]=[CH:31][C:32]=1[F:33])[NH:10][C:11]1[C:20]2[C:15](=[CH:16][C:17]([O:28][CH3:29])=[C:18]([O:21][CH:22]3[CH2:27][CH2:26][NH:25][CH2:24][CH2:23]3)[CH:19]=2)[N:14]=[CH:13][N:12]=1.C(N(C(C)C)CC)(C)C, predict the reaction product. The product is: [Cl:6][C:7]1[C:8]([F:34])=[C:9]([CH:30]=[CH:31][C:32]=1[F:33])[NH:10][C:11]1[C:20]2[C:15](=[CH:16][C:17]([O:28][CH3:29])=[C:18]([O:21][CH:22]3[CH2:23][CH2:24][N:25]([C:3]([O:2][CH3:1])=[O:4])[CH2:26][CH2:27]3)[CH:19]=2)[N:14]=[CH:13][N:12]=1.